Dataset: Forward reaction prediction with 1.9M reactions from USPTO patents (1976-2016). Task: Predict the product of the given reaction. (1) Given the reactants [CH3:1][C:2]1[C:11]2[C:6](=[CH:7][CH:8]=[CH:9][CH:10]=2)[CH:5]=[CH:4][CH:3]=1.C(O[O:17][C:18]([CH3:21])(C)C)(C)(C)C.[C]=O.[CH2:24]([OH:26])C, predict the reaction product. The product is: [C:2]1([CH2:1][C:24]([O:17][CH2:18][CH3:21])=[O:26])[C:11]2[C:6](=[CH:7][CH:8]=[CH:9][CH:10]=2)[CH:5]=[CH:4][CH:3]=1. (2) Given the reactants [F:1][C:2]([F:16])([F:15])[C:3]1[CH:14]=[CH:13][C:6]2[S:7][C:8]([C:10](Cl)=[O:11])=[CH:9][C:5]=2[CH:4]=1.ClCCl.[CH2:20]([OH:23])[CH2:21][OH:22].C(N(CC)CC)C, predict the reaction product. The product is: [F:1][C:2]([F:16])([F:15])[C:3]1[CH:14]=[CH:13][C:6]2[S:7][C:8]([C:10]([O:22][CH2:21][CH2:20][OH:23])=[O:11])=[CH:9][C:5]=2[CH:4]=1. (3) Given the reactants [N+:1]([O-:4])(O)=[O:2].[OH:5][C:6]1[C:16]2[CH2:15][CH2:14][N:13]([C:17]([O:19][C:20]([CH3:23])([CH3:22])[CH3:21])=[O:18])[CH2:12][CH2:11][C:10]=2[CH:9]=[CH:8][CH:7]=1.C(=O)(O)[O-].[Na+], predict the reaction product. The product is: [OH:5][C:6]1[C:16]2[CH2:15][CH2:14][N:13]([C:17]([O:19][C:20]([CH3:23])([CH3:22])[CH3:21])=[O:18])[CH2:12][CH2:11][C:10]=2[CH:9]=[CH:8][C:7]=1[N+:1]([O-:4])=[O:2]. (4) Given the reactants Cl[C:2]1[NH:3][C:4]2[CH:10]=[CH:9][CH:8]=[CH:7][C:5]=2[N:6]=1.[F:11][C:12]([F:21])([F:20])[C:13]1[CH:14]=[C:15]([CH:17]=[CH:18][CH:19]=1)[NH2:16], predict the reaction product. The product is: [N:6]1[C:5]2[CH:7]=[CH:8][CH:9]=[CH:10][C:4]=2[NH:3][C:2]=1[NH:16][C:15]1[CH:17]=[CH:18][CH:19]=[C:13]([C:12]([F:11])([F:20])[F:21])[CH:14]=1.